Dataset: Forward reaction prediction with 1.9M reactions from USPTO patents (1976-2016). Task: Predict the product of the given reaction. (1) Given the reactants ClC1C=C(C=CC=1)C(OO)=[O:6].[CH3:12][NH:13][C:14]([N:16]1[CH:25]([C:26]2[CH:31]=[CH:30][C:29]([C:32]#[N:33])=[CH:28][C:27]=2[S:34][CH3:35])[C:24]2[C:23](=[O:36])[CH2:22][CH2:21][CH2:20][C:19]=2[N:18]([C:37]2[CH:42]=[CH:41][CH:40]=[C:39]([C:43]([F:46])([F:45])[F:44])[CH:38]=2)[C:17]1=[O:47])=[O:15], predict the reaction product. The product is: [CH3:12][NH:13][C:14]([N:16]1[CH:25]([C:26]2[CH:31]=[CH:30][C:29]([C:32]#[N:33])=[CH:28][C:27]=2[S:34]([CH3:35])=[O:6])[C:24]2[C:23](=[O:36])[CH2:22][CH2:21][CH2:20][C:19]=2[N:18]([C:37]2[CH:42]=[CH:41][CH:40]=[C:39]([C:43]([F:45])([F:44])[F:46])[CH:38]=2)[C:17]1=[O:47])=[O:15]. (2) Given the reactants [CH2:1]([O:8][C:9]1[CH:26]=[CH:25][C:12]([CH2:13][N:14]([CH3:24])[C:15](=[O:23])[CH2:16][CH2:17][CH2:18][CH2:19][CH2:20][CH2:21][CH3:22])=[CH:11][C:10]=1Br)[C:2]1[CH:7]=[CH:6][CH:5]=[CH:4][CH:3]=1.[CH:28]([C:30]1[CH:35]=[CH:34][C:33](B(O)O)=[CH:32][CH:31]=1)=[O:29], predict the reaction product. The product is: [CH2:1]([O:8][C:9]1[C:10]([C:33]2[CH:34]=[CH:35][C:30]([CH:28]=[O:29])=[CH:31][CH:32]=2)=[CH:11][C:12]([CH2:13][N:14]([CH3:24])[C:15](=[O:23])[CH2:16][CH2:17][CH2:18][CH2:19][CH2:20][CH2:21][CH3:22])=[CH:25][CH:26]=1)[C:2]1[CH:7]=[CH:6][CH:5]=[CH:4][CH:3]=1. (3) Given the reactants [NH2:1][C@H:2]1[CH2:6][N:5]([C:7]([O:9][C:10]([CH3:13])([CH3:12])[CH3:11])=[O:8])[C@@H:4]([CH2:14][N:15]2[C:23](=[O:24])[C:22]3[C:17](=[CH:18][CH:19]=[CH:20][CH:21]=3)[C:16]2=[O:25])[CH2:3]1.[CH3:26][O:27][C:28]1[CH:33]=[CH:32][C:31]([Br:34])=[CH:30][C:29]=1[S:35](Cl)(=[O:37])=[O:36], predict the reaction product. The product is: [Br:34][C:31]1[CH:32]=[CH:33][C:28]([O:27][CH3:26])=[C:29]([S:35]([NH:1][C@H:2]2[CH2:6][N:5]([C:7]([O:9][C:10]([CH3:12])([CH3:13])[CH3:11])=[O:8])[C@@H:4]([CH2:14][N:15]3[C:23](=[O:24])[C:22]4[C:17](=[CH:18][CH:19]=[CH:20][CH:21]=4)[C:16]3=[O:25])[CH2:3]2)(=[O:36])=[O:37])[CH:30]=1. (4) Given the reactants [CH3:1][O:2][C:3](=[O:14])[C:4]1[CH:9]=[CH:8][C:7]([C:10](=O)[CH2:11]Br)=[CH:6][CH:5]=1.[N:15]1([CH2:21][CH2:22][CH2:23][NH:24][C:25]([NH2:27])=[S:26])[CH2:20][CH2:19][O:18][CH2:17][CH2:16]1.C(N(CC)C(C)C)(C)C.[S:37]1[CH:41]=[CH:40][CH:39]=[C:38]1[C:42](Cl)=[O:43], predict the reaction product. The product is: [O:18]1[CH2:17][CH2:16][N:15]([CH2:21][CH2:22][CH2:23][N:24]([C:25]2[S:26][CH:11]=[C:10]([C:7]3[CH:8]=[CH:9][C:4]([C:3]([O:2][CH3:1])=[O:14])=[CH:5][CH:6]=3)[N:27]=2)[C:42]([C:38]2[S:37][CH:41]=[CH:40][CH:39]=2)=[O:43])[CH2:20][CH2:19]1. (5) Given the reactants [NH2:1][CH:2]1[CH2:7][CH2:6][N:5]([CH2:8][CH2:9][N:10]2[C:15]3[CH:16]=[C:17]([F:20])[CH:18]=[CH:19][C:14]=3[O:13][CH2:12][C:11]2=[O:21])[CH2:4][CH2:3]1.[O:22]=[C:23]1[CH2:28][S:27][C:26]2[CH:29]=[CH:30][C:31]([CH:33]=O)=[N:32][C:25]=2[NH:24]1.C([BH3-])#N.[Na+], predict the reaction product. The product is: [F:20][C:17]1[CH:18]=[CH:19][C:14]2[O:13][CH2:12][C:11](=[O:21])[N:10]([CH2:9][CH2:8][N:5]3[CH2:4][CH2:3][CH:2]([NH:1][CH2:33][C:31]4[CH:30]=[CH:29][C:26]5[S:27][CH2:28][C:23](=[O:22])[NH:24][C:25]=5[N:32]=4)[CH2:7][CH2:6]3)[C:15]=2[CH:16]=1. (6) Given the reactants [CH:1]1([N:7]2[CH2:11][CH2:10][C:9]3([CH2:16][CH2:15][N:14](C(OCC4C=CC=CC=4)=O)[CH2:13][CH2:12]3)[C:8]2=[O:27])[CH2:6][CH2:5][CH2:4][CH2:3][CH2:2]1, predict the reaction product. The product is: [CH:1]1([N:7]2[CH2:11][CH2:10][C:9]3([CH2:12][CH2:13][NH:14][CH2:15][CH2:16]3)[C:8]2=[O:27])[CH2:2][CH2:3][CH2:4][CH2:5][CH2:6]1. (7) Given the reactants CCOC([CH2:6][C:7]([C:9]1[CH:14]=[CH:13][CH:12]=[CH:11][CH:10]=1)=[O:8])=O.[Na].C(OC(=O)C1C=CC=CC=1)(=O)C.NC(N)=O, predict the reaction product. The product is: [C:7]([C:9]1[CH:14]=[CH:13][CH:12]=[CH:11][CH:10]=1)(=[O:8])[CH3:6]. (8) The product is: [N+:18]([C:13]1[CH:14]=[CH:15][CH:16]=[CH:17][C:12]=1[S:1][C:2]1[CH:10]=[CH:9][CH:8]=[CH:7][C:3]=1[C:4]([OH:6])=[O:5])([O-:20])=[O:19]. Given the reactants [SH:1][C:2]1[CH:10]=[CH:9][CH:8]=[CH:7][C:3]=1[C:4]([OH:6])=[O:5].F[C:12]1[CH:17]=[CH:16][CH:15]=[CH:14][C:13]=1[N+:18]([O-:20])=[O:19].O.[OH-].[K+], predict the reaction product. (9) Given the reactants [CH3:1][C:2]1([CH2:24][CH2:25][CH2:26][CH:27]([CH3:39])[CH2:28][CH2:29][CH2:30][CH:31]([CH3:38])[CH2:32][CH2:33][CH2:34][CH:35]([CH3:37])[CH3:36])[O:15][C:14]2[C:5](=[C:6]3[C:11](=[C:12]([CH3:17])[C:13]=2[CH3:16])[O:10]C(CCC)O[CH:7]3[CH2:21][CH2:22][CH3:23])[CH2:4][CH2:3]1, predict the reaction product. The product is: [CH2:7]([C:6]1[C:11]([OH:10])=[C:12]([CH3:17])[C:13]([CH3:16])=[C:14]2[C:5]=1[CH2:4][CH2:3][C@@:2]([CH3:1])([CH2:24][CH2:25][CH2:26][C@H:27]([CH3:39])[CH2:28][CH2:29][CH2:30][C@H:31]([CH3:38])[CH2:32][CH2:33][CH2:34][CH:35]([CH3:37])[CH3:36])[O:15]2)[CH2:21][CH2:22][CH3:23]. (10) Given the reactants [C:1]([O:5][C:6]([N:8]1[CH2:13][CH:12]=[C:11]([C:14]2[C:15]3[N:16]([N:21]=[C:22]([NH2:24])[N:23]=3)[CH:17]=[C:18]([CH3:20])[CH:19]=2)[CH2:10][CH2:9]1)=[O:7])([CH3:4])([CH3:3])[CH3:2].Br[C:26]1[CH:31]=[CH:30][C:29]([N:32]2[CH:36]=[C:35]([CH3:37])[N:34]=[CH:33]2)=[C:28]([O:38][CH3:39])[CH:27]=1.C(Cl)Cl, predict the reaction product. The product is: [CH3:39][O:38][C:28]1[CH:27]=[C:26]([NH:24][C:22]2[N:23]=[C:15]3[C:14]([C:11]4[CH2:10][CH2:9][N:8]([C:6]([O:5][C:1]([CH3:4])([CH3:2])[CH3:3])=[O:7])[CH2:13][CH:12]=4)=[CH:19][C:18]([CH3:20])=[CH:17][N:16]3[N:21]=2)[CH:31]=[CH:30][C:29]=1[N:32]1[CH:36]=[C:35]([CH3:37])[N:34]=[CH:33]1.